From a dataset of Full USPTO retrosynthesis dataset with 1.9M reactions from patents (1976-2016). Predict the reactants needed to synthesize the given product. (1) The reactants are: [CH2:1]([C:5]1[CH:11]=[CH:10][C:8]([NH2:9])=[CH:7][CH:6]=1)[CH2:2][CH2:3][CH3:4].F[C:13]1[CH:18]=[CH:17][C:16]([N+:19]([O-:21])=[O:20])=[CH:15][CH:14]=1. Given the product [CH2:1]([C:5]1[CH:6]=[CH:7][C:8]([NH:9][C:13]2[CH:18]=[CH:17][C:16]([N+:19]([O-:21])=[O:20])=[CH:15][CH:14]=2)=[CH:10][CH:11]=1)[CH2:2][CH2:3][CH3:4], predict the reactants needed to synthesize it. (2) Given the product [CH2:1]([O:8][C:9]([N:11]1[CH2:17][CH2:16][C:15](=[O:18])[N:14]([CH:24]([C:23]([O:22][CH3:21])=[O:36])[CH2:25][CH2:26][O:27][Si:28]([C:31]([CH3:34])([CH3:33])[CH3:32])([CH3:30])[CH3:29])[CH2:13][CH2:12]1)=[O:10])[C:2]1[CH:7]=[CH:6][CH:5]=[CH:4][CH:3]=1, predict the reactants needed to synthesize it. The reactants are: [CH2:1]([O:8][C:9]([N:11]1[CH2:17][CH2:16][C:15](=[O:18])[NH:14][CH2:13][CH2:12]1)=[O:10])[C:2]1[CH:7]=[CH:6][CH:5]=[CH:4][CH:3]=1.[H-].[Na+].[CH3:21][O:22][C:23](=[O:36])[CH:24](I)[CH2:25][CH2:26][O:27][Si:28]([C:31]([CH3:34])([CH3:33])[CH3:32])([CH3:30])[CH3:29].S([O-])(O)(=O)=O.[K+]. (3) Given the product [CH2:13]([C:4]1[C:3]2[C:15](=[O:16])[NH:17][C:19](=[O:20])[NH:1][C:2]=2[N:6]([C:7]2[CH:12]=[CH:11][CH:10]=[CH:9][CH:8]=2)[N:5]=1)[CH3:14], predict the reactants needed to synthesize it. The reactants are: [NH2:1][C:2]1[N:6]([C:7]2[CH:12]=[CH:11][CH:10]=[CH:9][CH:8]=2)[N:5]=[C:4]([CH2:13][CH3:14])[C:3]=1[C:15]([NH2:17])=[O:16].N[C:19](N)=[O:20].CC(O)=O. (4) Given the product [O:26]=[C:10]1[N:11]([CH2:18][O:19][CH2:20][CH2:21][Si:22]([CH3:25])([CH3:24])[CH3:23])[C:12]2=[N:13][CH:14]=[CH:15][CH:16]=[C:17]2[C@@:9]21[CH2:8][C:5]1=[N:6][CH:7]=[C:2]([C:28]([O:31][CH3:35])=[O:30])[CH:3]=[C:4]1[CH2:27]2, predict the reactants needed to synthesize it. The reactants are: Br[C:2]1[CH:3]=[C:4]2[CH2:27][C:9]3([C:17]4[C:12](=[N:13][CH:14]=[CH:15][CH:16]=4)[N:11]([CH2:18][O:19][CH2:20][CH2:21][Si:22]([CH3:25])([CH3:24])[CH3:23])[C:10]3=[O:26])[CH2:8][C:5]2=[N:6][CH:7]=1.[C:28]([O-:31])(=[O:30])C.[Na+].[C]=O.[CH3:35]O. (5) Given the product [C:21]([O:20][C:18]([N:11]1[CH2:12][CH2:13][N:8]([C:5]2[C:4]([C:14]([F:17])([F:16])[F:15])=[CH:3][C:2]([Br:1])=[CH:7][N:6]=2)[CH2:9][CH2:10]1)=[O:19])([CH3:24])([CH3:23])[CH3:22], predict the reactants needed to synthesize it. The reactants are: [Br:1][C:2]1[CH:3]=[C:4]([C:14]([F:17])([F:16])[F:15])[C:5]([N:8]2[CH2:13][CH2:12][NH:11][CH2:10][CH2:9]2)=[N:6][CH:7]=1.[C:18](O[C:18]([O:20][C:21]([CH3:24])([CH3:23])[CH3:22])=[O:19])([O:20][C:21]([CH3:24])([CH3:23])[CH3:22])=[O:19]. (6) Given the product [CH3:49][C@@H:45]1[N:44]2[C:35]3[C:34]4[C:39](=[CH:40][C:31](/[CH:52]=[CH:51]/[C:50]([N:54]5[CH2:59][CH2:58][O:57][CH2:56][CH2:55]5)=[O:53])=[CH:32][CH:33]=4)[N:38]=[C:37]([NH2:41])[C:36]=3[N:42]=[C:43]2[CH2:48][O:47][CH2:46]1, predict the reactants needed to synthesize it. The reactants are: C1(C)C=CC=CC=1P(C1C=CC=CC=1C)C1C=CC=CC=1C.C(N(CC)CC)C.Br[C:31]1[CH:40]=[C:39]2[C:34]([C:35]3[N:44]4[C@@H:45]([CH3:49])[CH2:46][O:47][CH2:48][C:43]4=[N:42][C:36]=3[C:37]([NH2:41])=[N:38]2)=[CH:33][CH:32]=1.[C:50]([N:54]1[CH2:59][CH2:58][O:57][CH2:56][CH2:55]1)(=[O:53])[CH:51]=[CH2:52].C([O-])([O-])=O.[K+].[K+]. (7) The reactants are: C[O:2][C:3]1[C:8]2[NH:9][C:10]([C:12]3[S:13][CH:14]=[CH:15][CH:16]=3)=[N:11][C:7]=2[C:6]([C:17]([NH:19][CH2:20][CH:21]2[CH2:26][CH2:25][CH2:24][N:23](C(OC(C)(C)C)=O)[CH2:22]2)=[O:18])=[CH:5][CH:4]=1.B(Br)(Br)Br. Given the product [OH:2][C:3]1[C:8]2[NH:9][C:10]([C:12]3[S:13][CH:14]=[CH:15][CH:16]=3)=[N:11][C:7]=2[C:6]([C:17]([NH:19][CH2:20][CH:21]2[CH2:26][CH2:25][CH2:24][NH:23][CH2:22]2)=[O:18])=[CH:5][CH:4]=1, predict the reactants needed to synthesize it. (8) Given the product [Cl:1][C:2]1[CH:3]=[C:4]([C:10]2([C:24]([F:26])([F:27])[F:25])[O:14][N:13]=[C:12]([C:15]3[CH:16]=[CH:17][C:18]([F:23])=[C:19]([CH:20]=3)[CH2:21][NH:22][C:33]([CH:31]3[CH2:32][C:29]([F:36])([F:28])[CH2:30]3)=[O:34])[CH2:11]2)[CH:5]=[C:6]([Cl:9])[C:7]=1[F:8], predict the reactants needed to synthesize it. The reactants are: [Cl:1][C:2]1[CH:3]=[C:4]([C:10]2([C:24]([F:27])([F:26])[F:25])[O:14][N:13]=[C:12]([C:15]3[CH:16]=[CH:17][C:18]([F:23])=[C:19]([CH2:21][NH2:22])[CH:20]=3)[CH2:11]2)[CH:5]=[C:6]([Cl:9])[C:7]=1[F:8].[F:28][C:29]1([F:36])[CH2:32][CH:31]([C:33](O)=[O:34])[CH2:30]1.CN(C(ON1N=NC2C=CC=CC1=2)=[N+](C)C)C.F[P-](F)(F)(F)(F)F.C1C=CC2N(O)N=NC=2C=1.CCN(C(C)C)C(C)C.FC(F)(F)C(O)=O. (9) Given the product [Cl:1][C:2]1[CH:3]=[C:4]([C@@H:8]2[C@@H:13]([C:14]3[CH:19]=[CH:18][C:17]([Cl:20])=[CH:16][CH:15]=3)[N:12]([CH:21]([CH2:22][CH3:23])[CH2:24][CH3:25])[C:11](=[O:26])[C@:10]([CH2:28][C:29]3[NH:39][N:38]=[C:31]([OH:32])[CH:30]=3)([CH3:27])[CH2:9]2)[CH:5]=[CH:6][CH:7]=1, predict the reactants needed to synthesize it. The reactants are: [Cl:1][C:2]1[CH:3]=[C:4]([C@@H:8]2[C@@H:13]([C:14]3[CH:19]=[CH:18][C:17]([Cl:20])=[CH:16][CH:15]=3)[N:12]([CH:21]([CH2:24][CH3:25])[CH2:22][CH3:23])[C:11](=[O:26])[C@:10]([CH2:28][C:29](=O)[CH2:30][C:31](OCC)=[O:32])([CH3:27])[CH2:9]2)[CH:5]=[CH:6][CH:7]=1.O.[NH2:38][NH2:39]. (10) The reactants are: [CH2:1]([C:11]1[CH:16]=[CH:15][CH:14]=[C:13]([F:17])[C:12]=1[F:18])[CH2:2][CH2:3][CH2:4][CH2:5][CH2:6][CH2:7][CH2:8][CH2:9][CH3:10].C([Li])CCC.CN(C)[CH:26]=[O:27]. Given the product [CH2:1]([C:11]1[CH:16]=[CH:15][C:14]([CH:26]=[O:27])=[C:13]([F:17])[C:12]=1[F:18])[CH2:2][CH2:3][CH2:4][CH2:5][CH2:6][CH2:7][CH2:8][CH2:9][CH3:10], predict the reactants needed to synthesize it.